This data is from Peptide-MHC class II binding affinity with 134,281 pairs from IEDB. The task is: Regression. Given a peptide amino acid sequence and an MHC pseudo amino acid sequence, predict their binding affinity value. This is MHC class II binding data. The binding affinity (normalized) is 0.421. The MHC is DRB1_0802 with pseudo-sequence DRB1_0802. The peptide sequence is FTSLEYIEAAKWLLP.